This data is from Full USPTO retrosynthesis dataset with 1.9M reactions from patents (1976-2016). The task is: Predict the reactants needed to synthesize the given product. (1) Given the product [CH:14]1([C:12]2[NH:11][N:10]=[C:9]([NH:8][C:6]3[CH:5]=[CH:4][N:3]=[C:2]([NH:35][CH:33]([C:31]4[N:30]=[CH:29][C:28]5[N:24]([CH2:23][C:22]6[CH:36]=[CH:37][C:19]([O:18][CH3:17])=[CH:20][CH:21]=6)[CH:25]=[N:26][C:27]=5[CH:32]=4)[CH3:34])[N:7]=3)[CH:13]=2)[CH2:16][CH2:15]1, predict the reactants needed to synthesize it. The reactants are: Cl[C:2]1[N:7]=[C:6]([NH:8][C:9]2[CH:13]=[C:12]([CH:14]3[CH2:16][CH2:15]3)[NH:11][N:10]=2)[CH:5]=[CH:4][N:3]=1.[CH3:17][O:18][C:19]1[CH:37]=[CH:36][C:22]([CH2:23][N:24]2[C:28]3[CH:29]=[N:30][C:31]([CH:33]([NH2:35])[CH3:34])=[CH:32][C:27]=3[N:26]=[CH:25]2)=[CH:21][CH:20]=1.CCN(C(C)C)C(C)C. (2) Given the product [CH2:1]([O:3][C:4](=[O:31])[CH2:5][C:6]1[CH:11]=[CH:10][C:9]([O:12][CH3:13])=[C:8]([O:14][C:15]2[CH:20]=[CH:19][C:18]([NH:21][C:37](=[O:38])[C:36]3[CH:40]=[CH:41][C:33]([Cl:32])=[CH:34][CH:35]=3)=[CH:17][C:16]=2[CH2:22][S:23][CH2:24][C:25]2[CH:30]=[CH:29][CH:28]=[CH:27][CH:26]=2)[CH:7]=1)[CH3:2], predict the reactants needed to synthesize it. The reactants are: [CH2:1]([O:3][C:4](=[O:31])[CH2:5][C:6]1[CH:11]=[CH:10][C:9]([O:12][CH3:13])=[C:8]([O:14][C:15]2[CH:20]=[CH:19][C:18]([NH2:21])=[CH:17][C:16]=2[CH2:22][S:23][CH2:24][C:25]2[CH:30]=[CH:29][CH:28]=[CH:27][CH:26]=2)[CH:7]=1)[CH3:2].[Cl:32][C:33]1[CH:41]=[CH:40][C:36]([C:37](Cl)=[O:38])=[CH:35][CH:34]=1.